The task is: Regression. Given two drug SMILES strings and cell line genomic features, predict the synergy score measuring deviation from expected non-interaction effect.. This data is from NCI-60 drug combinations with 297,098 pairs across 59 cell lines. (1) Drug 1: CC1=C2C(C(=O)C3(C(CC4C(C3C(C(C2(C)C)(CC1OC(=O)C(C(C5=CC=CC=C5)NC(=O)OC(C)(C)C)O)O)OC(=O)C6=CC=CC=C6)(CO4)OC(=O)C)O)C)O. Drug 2: CC1C(C(CC(O1)OC2CC(CC3=C2C(=C4C(=C3O)C(=O)C5=CC=CC=C5C4=O)O)(C(=O)C)O)N)O. Cell line: HOP-92. Synergy scores: CSS=62.2, Synergy_ZIP=0.0000292, Synergy_Bliss=-1.26, Synergy_Loewe=8.81, Synergy_HSA=9.40. (2) Drug 1: C1C(C(OC1N2C=C(C(=O)NC2=O)F)CO)O. Drug 2: CC1C(C(CC(O1)OC2CC(OC(C2O)C)OC3=CC4=CC5=C(C(=O)C(C(C5)C(C(=O)C(C(C)O)O)OC)OC6CC(C(C(O6)C)O)OC7CC(C(C(O7)C)O)OC8CC(C(C(O8)C)O)(C)O)C(=C4C(=C3C)O)O)O)O. Cell line: HOP-92. Synergy scores: CSS=38.9, Synergy_ZIP=-7.17, Synergy_Bliss=-3.73, Synergy_Loewe=-1.19, Synergy_HSA=-0.830. (3) Drug 1: COC1=C(C=C2C(=C1)N=CN=C2NC3=CC(=C(C=C3)F)Cl)OCCCN4CCOCC4. Drug 2: CCC1(C2=C(COC1=O)C(=O)N3CC4=CC5=C(C=CC(=C5CN(C)C)O)N=C4C3=C2)O.Cl. Cell line: RXF 393. Synergy scores: CSS=21.4, Synergy_ZIP=-6.36, Synergy_Bliss=-3.18, Synergy_Loewe=-0.754, Synergy_HSA=0.218. (4) Drug 1: C1=NC2=C(N1)C(=S)N=C(N2)N. Drug 2: CCN(CC)CCCC(C)NC1=C2C=C(C=CC2=NC3=C1C=CC(=C3)Cl)OC. Cell line: NCI/ADR-RES. Synergy scores: CSS=37.3, Synergy_ZIP=-14.3, Synergy_Bliss=-7.45, Synergy_Loewe=-4.21, Synergy_HSA=-3.41. (5) Drug 1: C1=NNC2=C1C(=O)NC=N2. Drug 2: CC1C(C(CC(O1)OC2CC(CC3=C2C(=C4C(=C3O)C(=O)C5=CC=CC=C5C4=O)O)(C(=O)C)O)N)O. Cell line: M14. Synergy scores: CSS=44.6, Synergy_ZIP=2.75, Synergy_Bliss=6.23, Synergy_Loewe=-19.9, Synergy_HSA=6.59. (6) Synergy scores: CSS=64.7, Synergy_ZIP=1.55, Synergy_Bliss=1.68, Synergy_Loewe=6.25, Synergy_HSA=8.47. Cell line: LOX IMVI. Drug 1: CC1=C(N=C(N=C1N)C(CC(=O)N)NCC(C(=O)N)N)C(=O)NC(C(C2=CN=CN2)OC3C(C(C(C(O3)CO)O)O)OC4C(C(C(C(O4)CO)O)OC(=O)N)O)C(=O)NC(C)C(C(C)C(=O)NC(C(C)O)C(=O)NCCC5=NC(=CS5)C6=NC(=CS6)C(=O)NCCC[S+](C)C)O. Drug 2: N.N.Cl[Pt+2]Cl. (7) Drug 1: C1CCC(CC1)NC(=O)N(CCCl)N=O. Drug 2: CN(C(=O)NC(C=O)C(C(C(CO)O)O)O)N=O. Cell line: A498. Synergy scores: CSS=0.386, Synergy_ZIP=-1.74, Synergy_Bliss=-1.55, Synergy_Loewe=-8.84, Synergy_HSA=-3.38. (8) Cell line: CAKI-1. Synergy scores: CSS=-2.20, Synergy_ZIP=1.91, Synergy_Bliss=1.98, Synergy_Loewe=-2.29, Synergy_HSA=-2.16. Drug 2: C#CCC(CC1=CN=C2C(=N1)C(=NC(=N2)N)N)C3=CC=C(C=C3)C(=O)NC(CCC(=O)O)C(=O)O. Drug 1: C(=O)(N)NO. (9) Drug 1: C1CCN(CC1)CCOC2=CC=C(C=C2)C(=O)C3=C(SC4=C3C=CC(=C4)O)C5=CC=C(C=C5)O. Drug 2: CC1=C(C(=O)C2=C(C1=O)N3CC4C(C3(C2COC(=O)N)OC)N4)N. Cell line: NCI-H522. Synergy scores: CSS=30.7, Synergy_ZIP=-10.1, Synergy_Bliss=0.604, Synergy_Loewe=-15.9, Synergy_HSA=-0.125.